This data is from Forward reaction prediction with 1.9M reactions from USPTO patents (1976-2016). The task is: Predict the product of the given reaction. Given the reactants C([NH:8][CH:9]1[CH2:18][CH2:17][C:12]2([O:16][CH2:15][CH2:14][O:13]2)[CH2:11][CH2:10]1)C1C=CC=CC=1.C(Cl)Cl, predict the reaction product. The product is: [O:13]1[C:12]2([CH2:17][CH2:18][CH:9]([NH2:8])[CH2:10][CH2:11]2)[O:16][CH2:15][CH2:14]1.